This data is from Full USPTO retrosynthesis dataset with 1.9M reactions from patents (1976-2016). The task is: Predict the reactants needed to synthesize the given product. Given the product [Cl:32][C:2]1[C:7]([C:8]#[N:9])=[C:6]([C:10]2[CH:15]=[CH:14][C:13]([O:16][CH2:17][CH2:18][OH:19])=[CH:12][CH:11]=2)[C:5]([C:20]#[N:21])=[C:4]([O:22][CH3:23])[N:3]=1, predict the reactants needed to synthesize it. The reactants are: N[C:2]1[C:7]([C:8]#[N:9])=[C:6]([C:10]2[CH:15]=[CH:14][C:13]([O:16][CH2:17][CH2:18][OH:19])=[CH:12][CH:11]=2)[C:5]([C:20]#[N:21])=[C:4]([O:22][CH3:23])[N:3]=1.N(OCCC(C)C)=O.[ClH:32].